From a dataset of Full USPTO retrosynthesis dataset with 1.9M reactions from patents (1976-2016). Predict the reactants needed to synthesize the given product. (1) Given the product [ClH:1].[ClH:1].[O:26]1[C:31]2=[CH:32][N:33]=[C:34]([CH2:36][NH:3][CH:4]3[CH2:9][CH2:8][N:7]([CH2:10][C@H:11]4[N:22]5[C:23]6[N:14]([C:15](=[O:25])[CH:16]=[N:17][C:18]=6[CH:19]=[CH:20][C:21]5=[O:24])[CH2:13][CH2:12]4)[CH2:6][CH2:5]3)[CH:35]=[C:30]2[CH2:29][CH2:28][CH2:27]1, predict the reactants needed to synthesize it. The reactants are: [ClH:1].Cl.[NH2:3][CH:4]1[CH2:9][CH2:8][N:7]([CH2:10][C@H:11]2[N:22]3[C:23]4[N:14]([C:15](=[O:25])[CH:16]=[N:17][C:18]=4[CH:19]=[CH:20][C:21]3=[O:24])[CH2:13][CH2:12]2)[CH2:6][CH2:5]1.[O:26]1[C:31]2=[CH:32][N:33]=[C:34]([CH:36]=O)[CH:35]=[C:30]2[CH2:29][CH2:28][CH2:27]1. (2) The reactants are: NN.O=C1C2C(=CC=CC=2)C(=O)[N:5]1[O:14][CH2:15][C:16]1[N:17]([CH2:30][CH2:31][CH2:32][CH2:33][NH:34][C:35](=[O:39])[CH:36]([CH3:38])[CH3:37])[C:18]2[C:23]([CH3:24])=[C:22]([CH3:25])[N:21]3[N:26]=[N:27][N:28]=[C:20]3[C:19]=2[N:29]=1.ClCCl.[CH3:43][C:44]([CH3:46])=O. Given the product [CH3:25][C:22]1[N:21]2[N:26]=[N:27][N:28]=[C:20]2[C:19]2[N:29]=[C:16]([CH2:15][O:14][N:5]=[C:44]([CH3:46])[CH3:43])[N:17]([CH2:30][CH2:31][CH2:32][CH2:33][NH:34][C:35](=[O:39])[CH:36]([CH3:37])[CH3:38])[C:18]=2[C:23]=1[CH3:24], predict the reactants needed to synthesize it. (3) Given the product [I:1][C:5]1[CH:17]=[CH:16][C:15]2[C:14]3[C:9](=[CH:10][C:11]([C:18]4[CH:30]=[CH:29][C:28]5[C:27]6[C:22](=[CH:23][C:24]([C:31]7[CH:43]=[CH:42][C:41]8[C:40]9[C:35](=[CH:36][CH:37]=[CH:38][CH:39]=9)[C:34]([CH2:47][CH2:48][CH3:49])([CH2:44][CH2:45][CH3:46])[C:33]=8[CH:32]=7)=[CH:25][CH:26]=6)[C:21]([CH2:53][CH2:54][CH3:55])([CH2:50][CH2:51][CH3:52])[C:20]=5[CH:19]=4)=[CH:12][CH:13]=3)[C:8]([CH2:61][CH:62]([CH3:65])[CH2:63][CH3:64])([CH2:56][CH:57]([CH3:60])[CH2:58][CH3:59])[C:7]=2[CH:6]=1, predict the reactants needed to synthesize it. The reactants are: [I:1]Cl.C[Si](C)(C)[C:5]1[CH:17]=[CH:16][C:15]2[C:14]3[C:9](=[CH:10][C:11]([C:18]4[CH:30]=[CH:29][C:28]5[C:27]6[C:22](=[CH:23][C:24]([C:31]7[CH:43]=[CH:42][C:41]8[C:40]9[C:35](=[CH:36][CH:37]=[CH:38][CH:39]=9)[C:34]([CH2:47][CH2:48][CH3:49])([CH2:44][CH2:45][CH3:46])[C:33]=8[CH:32]=7)=[CH:25][CH:26]=6)[C:21]([CH2:53][CH2:54][CH3:55])([CH2:50][CH2:51][CH3:52])[C:20]=5[CH:19]=4)=[CH:12][CH:13]=3)[C:8]([CH2:61][CH:62]([CH3:65])[CH2:63][CH3:64])([CH2:56][CH:57]([CH3:60])[CH2:58][CH3:59])[C:7]=2[CH:6]=1.C([O-])([O-])=O.[Na+].[Na+].C(Cl)Cl. (4) Given the product [ClH:27].[NH2:21][CH2:20][C@H:17]1[CH2:18][CH2:19][C@H:14]([C:12]([C:7]2[CH:8]=[C:9]3[C:4]4=[C:5]([CH2:25][CH2:26][N:3]4[C:2](=[O:1])[CH2:11][CH2:10]3)[CH:6]=2)=[O:13])[CH2:15][CH2:16]1, predict the reactants needed to synthesize it. The reactants are: [O:1]=[C:2]1[CH2:11][CH2:10][C:9]2[C:4]3=[C:5]([CH2:25][CH2:26][N:3]13)[CH:6]=[C:7]([C:12]([C@H:14]1[CH2:19][CH2:18][C@H:17]([CH2:20][NH:21]C(=O)C)[CH2:16][CH2:15]1)=[O:13])[CH:8]=2.[ClH:27]. (5) Given the product [NH:1]1[C:9]2[C:4](=[CH:5][CH:6]=[CH:7][CH:8]=2)[C:3]([CH:10]=[CH:11][C:12]([NH:15][C:16]2[CH:17]=[C:18]([CH:24]=[CH:25][CH:26]=2)[C:19]([N:21]([CH3:23])[CH3:22])=[O:20])=[O:14])=[CH:2]1, predict the reactants needed to synthesize it. The reactants are: [NH:1]1[C:9]2[C:4](=[CH:5][CH:6]=[CH:7][CH:8]=2)[C:3](/[CH:10]=[CH:11]/[C:12]([OH:14])=O)=[CH:2]1.[NH2:15][C:16]1[CH:17]=[C:18]([CH:24]=[CH:25][CH:26]=1)[C:19]([N:21]([CH3:23])[CH3:22])=[O:20].C1CN([P+](ON2N=NC3C=CC=CC2=3)(N2CCCC2)N2CCCC2)CC1.F[P-](F)(F)(F)(F)F.CCN(C(C)C)C(C)C. (6) Given the product [C:1]([N:4]1[CH2:7][C:6]2([CH2:16][C:15](=[O:17])[C:14]3[C:9](=[CH:10][CH:11]=[C:12](/[CH:18]=[CH:19]/[C:20]([NH:37][O:38][CH:39]4[CH2:44][CH2:43][CH2:42][CH2:41][O:40]4)=[O:21])[CH:13]=3)[O:8]2)[CH2:5]1)(=[O:3])[CH3:2], predict the reactants needed to synthesize it. The reactants are: [C:1]([N:4]1[CH2:7][C:6]2([CH2:16][C:15](=[O:17])[C:14]3[C:9](=[CH:10][CH:11]=[C:12](/[CH:18]=[CH:19]/[C:20](O)=[O:21])[CH:13]=3)[O:8]2)[CH2:5]1)(=[O:3])[CH3:2].C(Cl)CCl.C1C=CC2N(O)N=NC=2C=1.[NH2:37][O:38][CH:39]1[CH2:44][CH2:43][CH2:42][CH2:41][O:40]1. (7) Given the product [F:1][C:2]1[CH:3]=[C:4]([C:9]2[NH:20][C:12]3=[N:13][CH:14]=[C:15]([N+:17]([O-:19])=[O:18])[CH:16]=[C:11]3[N:10]=2)[CH:5]=[CH:6][C:7]=1[N:25]([CH2:26][CH2:27][O:28][CH3:29])[CH2:24][CH2:23][O:22][CH3:21], predict the reactants needed to synthesize it. The reactants are: [F:1][C:2]1[CH:3]=[C:4]([C:9]2[NH:20][C:12]3=[N:13][CH:14]=[C:15]([N+:17]([O-:19])=[O:18])[CH:16]=[C:11]3[N:10]=2)[CH:5]=[CH:6][C:7]=1F.[CH3:21][O:22][CH2:23][CH2:24][NH:25][CH2:26][CH2:27][O:28][CH3:29].